Dataset: NCI-60 drug combinations with 297,098 pairs across 59 cell lines. Task: Regression. Given two drug SMILES strings and cell line genomic features, predict the synergy score measuring deviation from expected non-interaction effect. (1) Drug 1: C1CCN(CC1)CCOC2=CC=C(C=C2)C(=O)C3=C(SC4=C3C=CC(=C4)O)C5=CC=C(C=C5)O. Drug 2: B(C(CC(C)C)NC(=O)C(CC1=CC=CC=C1)NC(=O)C2=NC=CN=C2)(O)O. Cell line: CAKI-1. Synergy scores: CSS=-1.60, Synergy_ZIP=0.670, Synergy_Bliss=-2.16, Synergy_Loewe=-2.18, Synergy_HSA=-4.11. (2) Cell line: U251. Drug 1: C1CN1P(=S)(N2CC2)N3CC3. Drug 2: C1=CC=C(C(=C1)C(C2=CC=C(C=C2)Cl)C(Cl)Cl)Cl. Synergy scores: CSS=26.1, Synergy_ZIP=-5.16, Synergy_Bliss=-1.62, Synergy_Loewe=-25.8, Synergy_HSA=-4.33. (3) Drug 1: C1CC(=O)NC(=O)C1N2CC3=C(C2=O)C=CC=C3N. Drug 2: C1=CC(=CC=C1CCC2=CNC3=C2C(=O)NC(=N3)N)C(=O)NC(CCC(=O)O)C(=O)O. Cell line: LOX IMVI. Synergy scores: CSS=53.9, Synergy_ZIP=7.74, Synergy_Bliss=4.08, Synergy_Loewe=-3.05, Synergy_HSA=4.83. (4) Drug 1: C1C(C(OC1N2C=C(C(=O)NC2=O)F)CO)O. Drug 2: COC1=NC(=NC2=C1N=CN2C3C(C(C(O3)CO)O)O)N. Cell line: NCI-H460. Synergy scores: CSS=39.3, Synergy_ZIP=-0.983, Synergy_Bliss=1.57, Synergy_Loewe=-46.4, Synergy_HSA=-1.39.